From a dataset of Reaction yield outcomes from USPTO patents with 853,638 reactions. Predict the reaction yield, written as a fraction of the theoretical maximum amount of product (1.0 means a 100% yield; for example, 0.34 means a 34% yield). (1) The reactants are [CH3:1][C:2]1[C:7]([CH:8]([CH2:13][CH2:14][CH3:15])[C:9]([O:11]C)=[O:10])=[C:6]([C:16]2[CH:21]=[CH:20][C:19]([CH3:22])=[CH:18][CH:17]=2)[N:5]=[C:4]([N:23]2[CH2:28][CH2:27][CH2:26][CH:25]([CH3:29])[CH2:24]2)[N:3]=1.[OH-].[Na+]. The catalyst is CO. The product is [CH3:1][C:2]1[C:7]([CH:8]([CH2:13][CH2:14][CH3:15])[C:9]([OH:11])=[O:10])=[C:6]([C:16]2[CH:17]=[CH:18][C:19]([CH3:22])=[CH:20][CH:21]=2)[N:5]=[C:4]([N:23]2[CH2:28][CH2:27][CH2:26][CH:25]([CH3:29])[CH2:24]2)[N:3]=1. The yield is 0.0600. (2) The reactants are [NH2:1][C:2]1[CH:7]=[CH:6][CH:5]=[CH:4][C:3]=1[C:8]1[NH:9][C:10]2[C:15]([CH:16]=1)=[CH:14][CH:13]=[CH:12][CH:11]=2.[CH2:17]1[O:21][C:20]2[CH:22]=[C:23]([CH2:26][C:27](O)=[O:28])[CH:24]=[CH:25][C:19]=2[O:18]1. No catalyst specified. The product is [O:18]1[C:19]2[CH:25]=[CH:24][C:23]([CH2:26][C:27]([NH:1][C:2]3[CH:7]=[CH:6][CH:5]=[CH:4][C:3]=3[C:8]3[NH:9][C:10]4[C:15]([CH:16]=3)=[CH:14][CH:13]=[CH:12][CH:11]=4)=[O:28])=[CH:22][C:20]=2[O:21][CH2:17]1. The yield is 0.550. (3) The reactants are [Cl:1][C:2]1[CH:7]=[CH:6][C:5](I)=[CH:4][N:3]=1.[C:9]1([SH:15])[CH:14]=[CH:13][CH:12]=[CH:11][CH:10]=1.C[O-].[Na+]. The catalyst is CO.[OH-].[Na+].[Cu]. The product is [Cl:1][C:2]1[CH:7]=[CH:6][C:5]([S:15][C:9]2[CH:14]=[CH:13][CH:12]=[CH:11][CH:10]=2)=[CH:4][N:3]=1. The yield is 0.600. (4) The reactants are [NH2:1][C:2]1[CH:3]=[C:4]([N:8]2[C:12]3[N:13]=[CH:14][N:15]=[C:16]([NH:17][C:18](=[O:24])[O:19][C:20]([CH3:23])([CH3:22])[CH3:21])[C:11]=3[C:10]([C:25]3[CH:30]=[CH:29][C:28]([Cl:31])=[CH:27][CH:26]=3)=[C:9]2[Cl:32])[CH:5]=[CH:6][CH:7]=1.C=O.[BH3-][C:36]#N.[Na+]. The catalyst is C1COCC1. The product is [Cl:32][C:9]1[N:8]([C:4]2[CH:5]=[CH:6][CH:7]=[C:2]([NH:1][CH3:36])[CH:3]=2)[C:12]2[N:13]=[CH:14][N:15]=[C:16]([NH:17][C:18](=[O:24])[O:19][C:20]([CH3:21])([CH3:22])[CH3:23])[C:11]=2[C:10]=1[C:25]1[CH:26]=[CH:27][C:28]([Cl:31])=[CH:29][CH:30]=1. The yield is 0.190. (5) The reactants are [CH3:1][O:2][C:3]1[CH:4]=[C:5]2[C:10](=[CH:11][C:12]=1[O:13][CH3:14])[N:9]=[CH:8][CH:7]=[C:6]2[O:15][C:16]1[CH:22]=[CH:21][C:19]([NH2:20])=[CH:18][CH:17]=1.C1(C)C=CC=CC=1.C(N(CC)CC)C.ClC(Cl)(O[C:41](=[O:47])[O:42][C:43](Cl)(Cl)Cl)Cl.[F:49][C:50]1[CH:60]=[CH:59][C:53]([O:54][CH2:55][CH2:56]CO)=[CH:52][CH:51]=1. The catalyst is C(Cl)Cl. The product is [CH3:1][O:2][C:3]1[CH:4]=[C:5]2[C:10](=[CH:11][C:12]=1[O:13][CH3:14])[N:9]=[CH:8][CH:7]=[C:6]2[O:15][C:16]1[CH:22]=[CH:21][C:19]([NH:20][C:41](=[O:47])[O:42][CH2:43][CH2:56][CH2:55][O:54][C:53]2[CH:59]=[CH:60][C:50]([F:49])=[CH:51][CH:52]=2)=[CH:18][CH:17]=1. The yield is 0.640. (6) The reactants are [C:1]([Cl:6])([C:3](Cl)=O)=[O:2].CN(C=O)C.[CH2:12]([N:14]1[C:20]2[N:21]=[CH:22][C:23]([CH2:25][CH2:26][O:27][C:28]3[CH:36]=[CH:35]C(C(O)=O)=[CH:30][C:29]=3[CH3:37])=[CH:24][C:19]=2[C:18](=[O:38])[N:17]([CH3:39])[C:16]2[CH:40]=[CH:41][CH:42]=[N:43][C:15]1=2)[CH3:13]. The catalyst is C(Cl)Cl. The product is [CH2:12]([N:14]1[C:20]2[N:21]=[CH:22][C:23]([CH2:25][CH2:26][O:27][C:28]3[CH:36]=[CH:35][C:3]([C:1]([Cl:6])=[O:2])=[CH:30][C:29]=3[CH3:37])=[CH:24][C:19]=2[C:18](=[O:38])[N:17]([CH3:39])[C:16]2[CH:40]=[CH:41][CH:42]=[N:43][C:15]1=2)[CH3:13]. The yield is 1.00. (7) The reactants are [C:1]([O:5][C:6]([N:8]([CH3:33])[C@H:9]1[CH2:14][CH2:13][C@H:12]([N:15]([CH2:31][CH3:32])[C:16]2[C:17]([CH3:30])=[C:18]([CH:23]=[C:24]([C:26]#[C:27][CH2:28]O)[CH:25]=2)[C:19]([O:21][CH3:22])=[O:20])[CH2:11][CH2:10]1)=[O:7])([CH3:4])([CH3:3])[CH3:2].C1C=CC(P(C2C=CC=CC=2)C2C=CC=CC=2)=CC=1.C(Br)(Br)(Br)[Br:54]. The catalyst is C(Cl)Cl. The product is [Br:54][CH2:28][C:27]#[C:26][C:24]1[CH:25]=[C:16]([N:15]([C@H:12]2[CH2:13][CH2:14][C@H:9]([N:8]([C:6]([O:5][C:1]([CH3:4])([CH3:3])[CH3:2])=[O:7])[CH3:33])[CH2:10][CH2:11]2)[CH2:31][CH3:32])[C:17]([CH3:30])=[C:18]([CH:23]=1)[C:19]([O:21][CH3:22])=[O:20]. The yield is 0.385.